This data is from NCI-60 drug combinations with 297,098 pairs across 59 cell lines. The task is: Regression. Given two drug SMILES strings and cell line genomic features, predict the synergy score measuring deviation from expected non-interaction effect. (1) Drug 1: C1C(C(OC1N2C=C(C(=O)NC2=O)F)CO)O. Drug 2: CC1=C(C(CCC1)(C)C)C=CC(=CC=CC(=CC(=O)O)C)C. Cell line: OVCAR-4. Synergy scores: CSS=3.56, Synergy_ZIP=-2.37, Synergy_Bliss=0.292, Synergy_Loewe=-7.80, Synergy_HSA=-0.627. (2) Drug 1: CC1C(C(CC(O1)OC2CC(CC3=C2C(=C4C(=C3O)C(=O)C5=C(C4=O)C(=CC=C5)OC)O)(C(=O)C)O)N)O.Cl. Drug 2: CCCCC(=O)OCC(=O)C1(CC(C2=C(C1)C(=C3C(=C2O)C(=O)C4=C(C3=O)C=CC=C4OC)O)OC5CC(C(C(O5)C)O)NC(=O)C(F)(F)F)O. Cell line: MOLT-4. Synergy scores: CSS=51.1, Synergy_ZIP=-2.51, Synergy_Bliss=-0.00498, Synergy_Loewe=-14.7, Synergy_HSA=1.69. (3) Drug 1: C1CCC(C1)C(CC#N)N2C=C(C=N2)C3=C4C=CNC4=NC=N3. Drug 2: CC1=C(C=C(C=C1)C(=O)NC2=CC(=CC(=C2)C(F)(F)F)N3C=C(N=C3)C)NC4=NC=CC(=N4)C5=CN=CC=C5. Cell line: IGROV1. Synergy scores: CSS=3.52, Synergy_ZIP=-1.09, Synergy_Bliss=1.53, Synergy_Loewe=0.0290, Synergy_HSA=0.506. (4) Drug 1: CNC(=O)C1=CC=CC=C1SC2=CC3=C(C=C2)C(=NN3)C=CC4=CC=CC=N4. Drug 2: COC1=C2C(=CC3=C1OC=C3)C=CC(=O)O2. Cell line: SK-OV-3. Synergy scores: CSS=3.17, Synergy_ZIP=1.75, Synergy_Bliss=5.30, Synergy_Loewe=3.43, Synergy_HSA=3.50. (5) Drug 1: C1CCN(CC1)CCOC2=CC=C(C=C2)C(=O)C3=C(SC4=C3C=CC(=C4)O)C5=CC=C(C=C5)O. Drug 2: C1CN1P(=S)(N2CC2)N3CC3. Cell line: OVCAR3. Synergy scores: CSS=-2.64, Synergy_ZIP=1.16, Synergy_Bliss=-0.0992, Synergy_Loewe=-4.41, Synergy_HSA=-5.01. (6) Drug 1: CC1=C(C(CCC1)(C)C)C=CC(=CC=CC(=CC(=O)O)C)C. Drug 2: C1=CN(C=N1)CC(O)(P(=O)(O)O)P(=O)(O)O. Cell line: SK-MEL-2. Synergy scores: CSS=4.10, Synergy_ZIP=2.48, Synergy_Bliss=0.350, Synergy_Loewe=-5.94, Synergy_HSA=-3.87. (7) Drug 1: C1=CN(C(=O)N=C1N)C2C(C(C(O2)CO)O)O.Cl. Drug 2: COC1=C2C(=CC3=C1OC=C3)C=CC(=O)O2. Cell line: SK-MEL-28. Synergy scores: CSS=21.3, Synergy_ZIP=-3.97, Synergy_Bliss=-1.72, Synergy_Loewe=-19.4, Synergy_HSA=-1.55. (8) Drug 1: C1=CN(C(=O)N=C1N)C2C(C(C(O2)CO)O)O.Cl. Drug 2: CCC(=C(C1=CC=CC=C1)C2=CC=C(C=C2)OCCN(C)C)C3=CC=CC=C3.C(C(=O)O)C(CC(=O)O)(C(=O)O)O. Cell line: BT-549. Synergy scores: CSS=22.8, Synergy_ZIP=-2.32, Synergy_Bliss=-4.36, Synergy_Loewe=-16.6, Synergy_HSA=-3.91. (9) Drug 1: CCC1(CC2CC(C3=C(CCN(C2)C1)C4=CC=CC=C4N3)(C5=C(C=C6C(=C5)C78CCN9C7C(C=CC9)(C(C(C8N6C=O)(C(=O)OC)O)OC(=O)C)CC)OC)C(=O)OC)O.OS(=O)(=O)O. Drug 2: CC(C)(C#N)C1=CC(=CC(=C1)CN2C=NC=N2)C(C)(C)C#N. Cell line: A549. Synergy scores: CSS=1.64, Synergy_ZIP=2.34, Synergy_Bliss=3.79, Synergy_Loewe=0.199, Synergy_HSA=0.809. (10) Drug 1: C1CCN(CC1)CCOC2=CC=C(C=C2)C(=O)C3=C(SC4=C3C=CC(=C4)O)C5=CC=C(C=C5)O. Drug 2: C1=NC2=C(N=C(N=C2N1C3C(C(C(O3)CO)O)O)F)N. Cell line: RPMI-8226. Synergy scores: CSS=-21.3, Synergy_ZIP=11.3, Synergy_Bliss=10.9, Synergy_Loewe=-8.81, Synergy_HSA=-5.54.